This data is from Experimentally validated miRNA-target interactions with 360,000+ pairs, plus equal number of negative samples. The task is: Binary Classification. Given a miRNA mature sequence and a target amino acid sequence, predict their likelihood of interaction. (1) The miRNA is hsa-miR-6820-3p with sequence UGUGACUUCUCCCCUGCCACAG. The protein sequence of the target gene is MAGVFPYRGPGNPVPGPLAPLPDYMSEEKLQEKARKWQQLQAKRYAEKRKFGFVDAQKEDMPPEHVRKIIRDHGDMTNRKFRHDKRVYLGALKYMPHAVLKLLENMPMPWEQIRDVPVLYHITGAISFVNEIPWVIEPVYISQWGSMWIMMRREKRDRRHFKRMRFPPFDDEEPPLDYADNILDVEPLEAIQLELDPEEDAPVLDWFYDHQPLRDSRKYVNGSTYQRWQFTLPMMSTLYRLANQLLTDLVDDNYFYLFDLKAFFTSKALNMAIPGGPKFEPLVRDINLQDEDWNEFNDIN.... Result: 0 (no interaction). (2) The miRNA is rno-miR-17-5p with sequence CAAAGUGCUUACAGUGCAGGUAG. The protein sequence of the target gene is MPLEQRSQHCKPEEGLEAQGEALGLVGAQAPATEEQETASSSSTLVEVTLREVPAAESPSPPHSPQGASTLPTTINYTLWSQSDEGSSNEEQEGPSTFPDLETSFQVALSRKMAELVHFLLLKYRAREPFTKAEMLGSVIRNFQDFFPVIFSKASEYLQLVFGIEVVEVVRIGHLYILVTCLGLSYDGLLGDNQIVPKTGLLIIVLAIIAKEGDCAPEEKIWEELSVLEASDGREDSVFAHPRKLLTQDLVQENYLEYRQVPGSDPACYEFLWGPRALVETSYVKVLHHLLKISGGPHIS.... Result: 0 (no interaction). (3) The miRNA is hsa-miR-3135b with sequence GGCUGGAGCGAGUGCAGUGGUG. The protein sequence of the target gene is MKAMPWNWTCLLSHLLMVGMGSSTLLTRQPAPLSQKQRSFVTFRGEPAEGFNHLVVDERTGHIYLGAVNRIYKLSSDLKVLVTHETGPDEDNPKCYPPRIVQTCNEPLTTTNNVNKMLLIDYKENRLIACGSLYQGICKLLRLEDLFKLGEPYHKKEHYLSGVNESGSVFGVIVSYSNLDDKLFIATAVDGKPEYFPTISSRKLTKNSEADGMFAYVFHDEFVASMIKIPSDTFTIIPDFDIYYVYGFSSGNFVYFLTLQPEMVSPPGSTTKEQVYTSKLVRLCKEDTAFNSYVEVPIGC.... Result: 0 (no interaction). (4) The miRNA is hsa-miR-125b-1-3p with sequence ACGGGUUAGGCUCUUGGGAGCU. The protein sequence of the target gene is MADVDPDTLLEWLQMGQGDERDMQLIALEQLCMLLLMSDNVDRCFETCPPRTFLPALCKIFLDESAPDNVLEVTARAITYYLDVSAECTRRIVGVDGAIKALCNRLVVVELNNRTSRDLAEQCVKVLELICTRESGAVFEAGGLNCVLTFIRDSGHLVHKDTLHSAMAVVSRLCGKMEPQDSSLEICVESLSSLLKHEDHQVSDGALRCFASLADRFTRRGVDPAPLAKHGLTEELLSRMAAAGGTVSGPSSACKPGRSTTGAPSTTADSKLSNQVSTIVSLLSTLCRGSPVVTHDLLRS.... Result: 0 (no interaction). (5) The miRNA is hsa-miR-8058 with sequence CUGGACUUUGAUCUUGCCAUAA. The protein sequence of the target gene is MDATTPAQTVGVEIYLGPVWPAPSNSTPLALNLSLALREDAPGNLTGDLSEHQQYVIALFLSCLYTIFLFPIGFVGNILILVVNISFREKMTIPDLYFINLAAADLILVADSLIEVFNLDEQYYDIAVLCTFMSLFLQINMYSSVFFLTWMSFDRYLALAKAMRCGLFRTKHHARLSCGLIWMASVSATLVPFTAVHLRHTEEACFCFADVREVQWLEVTLGFIMPFAIIGLCYSLIVRALIRAHRHRGLRPRRQKALRMIFAVVLVFFICWLPENVFISVHLLQWTQPGDTPCKQSFRH.... Result: 0 (no interaction). (6) The miRNA is hsa-miR-522-3p with sequence AAAAUGGUUCCCUUUAGAGUGU. The protein sequence of the target gene is MVMEKPSPLLVGREFVRQYYTLLNKAPEYLHRFYGRNSSYVHGGVDASGKPQEAVYGQNDIHHKVLSLNFSECHTKIRHVDAHATLSDGVVVQVMGLLSNSGQPERKFMQTFVLAPEGSVPNKFYVHNDMFRYEDEVFGDSEPELDEESEDEVEEEQEERQPSPEPVQENANSGYYEAHPVTNGIEEPLEESSHEPEPEPESETKTEELKPQVEEKNLEELEEKSTTPPPAEPVSLPQEPPKAFSWASVTSKNLPPSGTVSSSGIPPHVKAPVSQPRVEAKPEVQSQPPRVREQRPRERP.... Result: 0 (no interaction).